From a dataset of Cav3 T-type calcium channel HTS with 100,875 compounds. Binary Classification. Given a drug SMILES string, predict its activity (active/inactive) in a high-throughput screening assay against a specified biological target. (1) The compound is S(=O)(=O)(Nc1c(ccc(c1)C)C)c1c(ccc2nsnc12)C. The result is 0 (inactive). (2) The compound is Clc1c2c(NC(=O)CN3CCN(CC3)C(OCC)=O)c([nH]c2ccc1)C(OC)=O. The result is 0 (inactive). (3) The molecule is o1c(CC(=O)c2c(O)cc(O)cc2)ccc1C(OCC)=O. The result is 0 (inactive). (4) The drug is S(C=1N2N=CCC2c2c(N1)cccc2)CC(=O)Nc1c(cc(cc1)C)C. The result is 0 (inactive). (5) The drug is O(C(=O)C=1C(n2[nH]nnc2=NC1C)c1c2c([nH]c1)cccc2)CC. The result is 0 (inactive).